This data is from Reaction yield outcomes from USPTO patents with 853,638 reactions. The task is: Predict the reaction yield, written as a fraction of the theoretical maximum amount of product (1.0 means a 100% yield; for example, 0.34 means a 34% yield). (1) The reactants are [C:1]([O:5][C:6]([N:8]([CH:21]([CH3:23])[CH3:22])[CH2:9][C@H:10]([C:14]1[CH:19]=[CH:18][C:17]([Cl:20])=[CH:16][CH:15]=1)[C:11](O)=[O:12])=[O:7])([CH3:4])([CH3:3])[CH3:2].Cl.C(N=C=NCCCN(C)C)C.C1C=CC2N(O)N=NC=2C=1.O.C(N(CC)CC)C.[CH:54]([O:57][C:58]1[C:59]([N:67]2[CH2:72][CH2:71][NH:70][CH2:69][CH2:68]2)=[C:60]2[CH:66]=[CH:65][NH:64][C:61]2=[N:62][CH:63]=1)([CH3:56])[CH3:55]. The catalyst is C(Cl)Cl. The product is [Cl:20][C:17]1[CH:18]=[CH:19][C:14]([C@H:10]([C:11]([N:70]2[CH2:71][CH2:72][N:67]([C:59]3[C:58]([O:57][CH:54]([CH3:56])[CH3:55])=[CH:63][N:62]=[C:61]4[NH:64][CH:65]=[CH:66][C:60]=34)[CH2:68][CH2:69]2)=[O:12])[CH2:9][N:8]([CH:21]([CH3:23])[CH3:22])[C:6](=[O:7])[O:5][C:1]([CH3:2])([CH3:4])[CH3:3])=[CH:15][CH:16]=1. The yield is 0.620. (2) The reactants are [C:1]([CH2:9][CH2:10][C:11]([OH:13])=O)(=[O:8])[C:2]1[CH:7]=[CH:6][CH:5]=[CH:4][CH:3]=1.C(N(CC)CC)C.CC(C)(C)C(Cl)=O.[CH3:28][NH:29][O:30][CH3:31].Cl. The product is [CH3:31][O:30][N:29]([CH3:28])[C:11]([CH2:10][CH2:9][C:1]([C:2]1[CH:3]=[CH:4][CH:5]=[CH:6][CH:7]=1)=[O:8])=[O:13]. The yield is 0.350. The catalyst is ClCCl.O. (3) The reactants are [F:1][C:2]1[CH:7]=[CH:6][C:5]([CH2:8][CH2:9][NH2:10])=[CH:4][CH:3]=1.C([O:13][C:14]([C:16]1[N:17]=[C:18]2[CH:23]=[CH:22][C:21]([N:24]3[CH2:29][CH2:28][N:27]([C:30](=[O:42])[C:31]4[CH:36]=[C:35]([F:37])[CH:34]=[CH:33][C:32]=4[C:38]([F:41])([F:40])[F:39])[CH2:26][CH2:25]3)=[N:20][N:19]2[CH:43]=1)=O)C. No catalyst specified. The product is [F:1][C:2]1[CH:7]=[CH:6][C:5]([CH2:8][CH2:9][NH:10][C:14]([C:16]2[N:17]=[C:18]3[CH:23]=[CH:22][C:21]([N:24]4[CH2:29][CH2:28][N:27]([C:30](=[O:42])[C:31]5[CH:36]=[C:35]([F:37])[CH:34]=[CH:33][C:32]=5[C:38]([F:39])([F:41])[F:40])[CH2:26][CH2:25]4)=[N:20][N:19]3[CH:43]=2)=[O:13])=[CH:4][CH:3]=1. The yield is 0.420. (4) The reactants are [OH:1][CH2:2][CH2:3][CH2:4][C@@:5]1([C:24]2[CH:29]=[CH:28][CH:27]=[CH:26][CH:25]=2)[O:10][C:9](=[O:11])[N:8]([C@H:12]([C:14]2[CH:23]=[CH:22][C:17]([C:18](OC)=[O:19])=[CH:16][CH:15]=2)[CH3:13])[CH2:7][CH2:6]1.[BH4-].[Na+].CO. The catalyst is C1COCC1. The product is [OH:19][CH2:18][C:17]1[CH:22]=[CH:23][C:14]([C@@H:12]([N:8]2[CH2:7][CH2:6][C@:5]([CH2:4][CH2:3][CH2:2][OH:1])([C:24]3[CH:25]=[CH:26][CH:27]=[CH:28][CH:29]=3)[O:10][C:9]2=[O:11])[CH3:13])=[CH:15][CH:16]=1. The yield is 0.0500. (5) The yield is 1.00. No catalyst specified. The reactants are [N:1]1([C:6]2[N:19]=[C:10]3[S:11][C:12]4[C:17](=O)[NH:16][CH:15]=[N:14][C:13]=4[C:9]3=[C:8]3[CH2:20][CH2:21][O:22][CH2:23][C:7]=23)[CH2:5][CH2:4][CH2:3][CH2:2]1.P(Cl)(Cl)([Cl:26])=O. The product is [Cl:26][C:17]1[N:16]=[CH:15][N:14]=[C:13]2[C:9]3[C:10](=[N:19][C:6]([N:1]4[CH2:5][CH2:4][CH2:3][CH2:2]4)=[C:7]4[CH2:23][O:22][CH2:21][CH2:20][C:8]=34)[S:11][C:12]=12.